From a dataset of Forward reaction prediction with 1.9M reactions from USPTO patents (1976-2016). Predict the product of the given reaction. (1) Given the reactants [NH2:1][C@H:2]([C:7]([OH:9])=[O:8])[CH2:3][C:4]([OH:6])=[O:5].[ClH:10].[O-2].[Mg+2:12], predict the reaction product. The product is: [ClH:10].[NH2:1][C@H:2]([C:7]([O-:9])=[O:8])[CH2:3][C:4]([O-:6])=[O:5].[Mg+2:12]. (2) Given the reactants [CH:1]1([C:4]2[CH:38]=[CH:37][CH:36]=[C:35]([F:39])[C:5]=2[CH2:6][N:7]2[C:12]3[N:13]=[C:14]([NH:17][C:18]4[CH:23]=[CH:22][C:21]([N:24]5[CH2:29][CH2:28][N:27]([CH3:30])[CH2:26][CH2:25]5)=[CH:20][CH:19]=4)[N:15]=[CH:16][C:11]=3[CH:10]=[C:9]([C:31]#[C:32]C)[C:8]2=[O:34])[CH2:3][CH2:2]1.C([Si](C)(C)C)#C.C(=O)([O-])[O-].[K+].[K+], predict the reaction product. The product is: [CH:1]1([C:4]2[CH:38]=[CH:37][CH:36]=[C:35]([F:39])[C:5]=2[CH2:6][N:7]2[C:12]3[N:13]=[C:14]([NH:17][C:18]4[CH:19]=[CH:20][C:21]([N:24]5[CH2:29][CH2:28][N:27]([CH3:30])[CH2:26][CH2:25]5)=[CH:22][CH:23]=4)[N:15]=[CH:16][C:11]=3[CH:10]=[C:9]([C:31]#[CH:32])[C:8]2=[O:34])[CH2:2][CH2:3]1.